The task is: Predict which catalyst facilitates the given reaction.. This data is from Catalyst prediction with 721,799 reactions and 888 catalyst types from USPTO. (1) Reactant: [ClH:1].C(OC([N:9]1[CH2:14][C@H:13]([O:15][CH2:16][C:17]2[CH:26]=[C:25]([O:27][CH3:28])[C:24]3[C:19](=[CH:20][CH:21]=[CH:22][CH:23]=3)[CH:18]=2)[C@@H:12]([C:29]2[CH:34]=[CH:33][C:32]([O:35][CH2:36][CH2:37][CH2:38][O:39][CH2:40][C:41]3[CH:46]=[CH:45][CH:44]=[CH:43][C:42]=3[O:47][CH3:48])=[CH:31][CH:30]=2)[C@H:11]([CH2:49][N:50]2[CH:54]=[CH:53][N:52]=[CH:51]2)[CH2:10]1)=O)(C)(C)C. Product: [ClH:1].[ClH:1].[N:50]1([CH2:49][C@H:11]2[C@H:12]([C:29]3[CH:30]=[CH:31][C:32]([O:35][CH2:36][CH2:37][CH2:38][O:39][CH2:40][C:41]4[CH:46]=[CH:45][CH:44]=[CH:43][C:42]=4[O:47][CH3:48])=[CH:33][CH:34]=3)[C@@H:13]([O:15][CH2:16][C:17]3[CH:26]=[C:25]([O:27][CH3:28])[C:24]4[C:19](=[CH:20][CH:21]=[CH:22][CH:23]=4)[CH:18]=3)[CH2:14][NH:9][CH2:10]2)[CH:54]=[CH:53][N:52]=[CH:51]1. The catalyst class is: 5. (2) Reactant: [O:1]=[C:2]1[CH2:7][CH2:6][CH2:5][CH2:4][N:3]1[C:8]([O:10][C:11]([CH3:14])([CH3:13])[CH3:12])=[O:9].[CH3:15][S:16][C:17]1[CH:22]=[CH:21][C:20]([Mg]Br)=[CH:19][CH:18]=1. Product: [C:11]([O:10][C:8](=[O:9])[NH:3][CH2:4][CH2:5][CH2:6][CH2:7][C:2]([C:20]1[CH:21]=[CH:22][C:17]([S:16][CH3:15])=[CH:18][CH:19]=1)=[O:1])([CH3:14])([CH3:13])[CH3:12]. The catalyst class is: 1. (3) Reactant: [OH-].[Na+].[Cl:3][C:4]1[CH:5]=[C:6]([C:14]2[O:18][N:17]=[C:16]([C:19]3[C:20](CC)=[C:21]([CH2:25][CH2:26][C:27]([O:29]CC)=[O:28])[CH:22]=[CH:23][CH:24]=3)[N:15]=2)[CH:7]=[N:8][C:9]=1[O:10][CH:11]([CH3:13])[CH3:12].[ClH:34]. Product: [Cl:34][C:20]1[C:19]([C:16]2[N:15]=[C:14]([C:6]3[CH:7]=[N:8][C:9]([O:10][CH:11]([CH3:13])[CH3:12])=[C:4]([Cl:3])[CH:5]=3)[O:18][N:17]=2)=[CH:24][CH:23]=[CH:22][C:21]=1[CH2:25][CH2:26][C:27]([OH:29])=[O:28]. The catalyst class is: 378.